This data is from Catalyst prediction with 721,799 reactions and 888 catalyst types from USPTO. The task is: Predict which catalyst facilitates the given reaction. (1) Reactant: [CH:1]1([C:7]2[C:15]3[CH:14]=[CH:13][C:12]([C:16]([O:18]C)=[O:17])=[CH:11][C:10]=3[N:9]3[CH2:20][CH2:21][CH2:22][C:23]4[CH:28]=[CH:27][CH:26]=[CH:25][C:24]=4[C:8]=23)[CH2:6][CH2:5][CH2:4][CH2:3][CH2:2]1.[OH-].[Na+].Cl.O. Product: [CH:1]1([C:7]2[C:15]3[CH:14]=[CH:13][C:12]([C:16]([OH:18])=[O:17])=[CH:11][C:10]=3[N:9]3[CH2:20][CH2:21][CH2:22][C:23]4[CH:28]=[CH:27][CH:26]=[CH:25][C:24]=4[C:8]=23)[CH2:6][CH2:5][CH2:4][CH2:3][CH2:2]1. The catalyst class is: 83. (2) Reactant: [F:1][C:2]1[CH:3]=[C:4]2[C:8](=[C:9]([F:11])[CH:10]=1)[N:7]([C@@H:12]([C:17]1[CH:22]=[CH:21][CH:20]=[C:19]([F:23])[CH:18]=1)[C@H:13]([OH:16])[CH2:14]O)[C:6](=[O:24])[C:5]2([CH3:26])[CH3:25].C1(C)C=CC(S(Cl)(=O)=O)=CC=1.[N:38]1C=CC=C[CH:39]=1. Product: [F:1][C:2]1[CH:3]=[C:4]2[C:8](=[C:9]([F:11])[CH:10]=1)[N:7]([C@@H:12]([C:17]1[CH:22]=[CH:21][CH:20]=[C:19]([F:23])[CH:18]=1)[C@H:13]([OH:16])[CH2:14][NH:38][CH3:39])[C:6](=[O:24])[C:5]2([CH3:26])[CH3:25]. The catalyst class is: 27.